Dataset: Full USPTO retrosynthesis dataset with 1.9M reactions from patents (1976-2016). Task: Predict the reactants needed to synthesize the given product. (1) Given the product [CH2:6]([NH:10][C:3](=[O:4])[CH2:2][Cl:1])[CH2:7][CH2:8][CH3:9], predict the reactants needed to synthesize it. The reactants are: [Cl:1][CH2:2][C:3](Cl)=[O:4].[CH2:6]([NH2:10])[CH2:7][CH2:8][CH3:9].C([O-])([O-])=O.[K+].[K+]. (2) Given the product [CH2:2]([O:4][C:5]([C@:7]1([F:27])[C@@H:12]2[C@H:8]1[CH2:9][C@@H:10]([O:17][CH2:18][C:19]1[CH:24]=[CH:23][C:22]([Cl:25])=[C:21]([Cl:26])[CH:20]=1)[C@@:11]2([NH2:16])[C:13]([OH:15])=[O:14])=[O:6])[CH3:3], predict the reactants needed to synthesize it. The reactants are: Cl.[CH2:2]([O:4][C:5]([C@:7]1([F:27])[C@@H:12]2[C@H:8]1[CH2:9][C@@H:10]([O:17][CH2:18][C:19]1[CH:24]=[CH:23][C:22]([Cl:25])=[C:21]([Cl:26])[CH:20]=1)[C@@:11]2([NH2:16])[C:13]([OH:15])=[O:14])=[O:6])[CH3:3].C1OC1C. (3) Given the product [CH3:11][N:8]1[C:9](=[O:10])[C:4]2[NH:3][C:2]([N:35]3[CH2:34][CH2:33][N:32]([C:38]([O:40][C:41]([CH3:44])([CH3:43])[CH3:42])=[O:39])[CH2:37][CH2:36]3)=[N:12][C:5]=2[CH:6]=[N:7]1, predict the reactants needed to synthesize it. The reactants are: Cl[C:2]1[N:12](C(C2C=CC=CC=2)(C2C=CC=CC=2)C2C=CC=CC=2)[C:5]2[CH:6]=[N:7][N:8]([CH3:11])[C:9](=[O:10])[C:4]=2[N:3]=1.[N:32]1([C:38]([O:40][C:41]([CH3:44])([CH3:43])[CH3:42])=[O:39])[CH2:37][CH2:36][NH:35][CH2:34][CH2:33]1.